This data is from Full USPTO retrosynthesis dataset with 1.9M reactions from patents (1976-2016). The task is: Predict the reactants needed to synthesize the given product. (1) Given the product [CH3:1][O:2][C:3](=[O:14])[C:4]1[C:5](=[C:7]([NH2:11])[CH:8]=[CH:9][CH:10]=1)[OH:6], predict the reactants needed to synthesize it. The reactants are: [CH3:1][O:2][C:3](=[O:14])[C:4]1[C:5](=[C:7]([N+:11]([O-])=O)[CH:8]=[CH:9][CH:10]=1)[OH:6]. (2) Given the product [Cl:1][C:2]1[CH:3]=[C:4]([C:12]2[N:16]=[C:15]([C:17]3[CH:25]=[CH:24][CH:23]=[C:22]4[C:18]=3[CH:19]=[CH:20][N:21]4[CH2:26][C@@H:27]([CH3:31])[C:28]([OH:30])=[O:29])[O:14][N:13]=2)[CH:5]=[CH:6][C:7]=1[O:8][CH:9]([CH3:11])[CH3:10], predict the reactants needed to synthesize it. The reactants are: [Cl:1][C:2]1[CH:3]=[C:4]([C:12]2[N:16]=[C:15]([C:17]3[CH:25]=[CH:24][CH:23]=[C:22]4[C:18]=3[CH:19]=[CH:20][N:21]4[CH2:26][CH:27]([CH3:31])[C:28]([OH:30])=[O:29])[O:14][N:13]=2)[CH:5]=[CH:6][C:7]=1[O:8][CH:9]([CH3:11])[CH3:10].C(O)(C(O)=O)C(O)C(O)=O.C(O)C.C(NCC)C. (3) Given the product [CH3:11][C:12]1[C:13]([N:18]([CH2:35][O:36][CH2:37][CH3:38])[S:19]([C:22]2[S:23][CH:24]=[CH:25][C:26]=2[C:27]2[CH:32]=[CH:31][C:30]([CH2:33][OH:34])=[CH:29][CH:28]=2)(=[O:21])=[O:20])=[N:14][O:15][C:16]=1[CH3:17], predict the reactants needed to synthesize it. The reactants are: [H-].[Al+3].[Li+].[N+3].[H-].[H-].[H-].[H-].[H-].[H-].[CH3:11][C:12]1[C:13]([N:18]([CH2:35][O:36][CH2:37][CH3:38])[S:19]([C:22]2[S:23][CH:24]=[CH:25][C:26]=2[C:27]2[CH:32]=[CH:31][C:30]([CH:33]=[O:34])=[CH:29][CH:28]=2)(=[O:21])=[O:20])=[N:14][O:15][C:16]=1[CH3:17].[OH-].[Na+]. (4) Given the product [NH:8]1[C:4]2[N:5]=[CH:6][CH:7]=[C:2]([OH:14])[C:3]=2[CH:10]=[CH:9]1, predict the reactants needed to synthesize it. The reactants are: Cl[C:2]1[CH:7]=[CH:6][N:5]=[C:4]2[NH:8][CH:9]=[CH:10][C:3]=12.[OH-].[Na+].C(=O)=[O:14]. (5) Given the product [C:26](=[O:27])([O:1][CH2:2][C:3]1[CH:4]=[CH:5][C:6]([B:9]2[O:17][C:14]([CH3:16])([CH3:15])[C:11]([CH3:13])([CH3:12])[O:10]2)=[CH:7][CH:8]=1)[O:28][C:29]1[CH:30]=[CH:31][C:32]([N+:35]([O-:37])=[O:36])=[CH:33][CH:34]=1, predict the reactants needed to synthesize it. The reactants are: [OH:1][CH2:2][C:3]1[CH:8]=[CH:7][C:6]([B:9]2[O:17][C:14]([CH3:16])([CH3:15])[C:11]([CH3:13])([CH3:12])[O:10]2)=[CH:5][CH:4]=1.C(N(CC)CC)C.Cl[C:26]([O:28][C:29]1[CH:34]=[CH:33][C:32]([N+:35]([O-:37])=[O:36])=[CH:31][CH:30]=1)=[O:27].